Dataset: Forward reaction prediction with 1.9M reactions from USPTO patents (1976-2016). Task: Predict the product of the given reaction. (1) Given the reactants [Br:1][C:2]1[CH:7]=[CH:6][C:5](I)=[C:4]([F:9])[CH:3]=1.C([Li])CCC.[C:15]([O:19][C:20](=[O:37])[NH:21][CH:22]([C:29]1[CH:34]=[CH:33][C:32]([Cl:35])=[C:31]([Cl:36])[CH:30]=1)[C:23](=[O:28])N(OC)C)([CH3:18])([CH3:17])[CH3:16], predict the reaction product. The product is: [C:15]([O:19][C:20](=[O:37])[NH:21][CH:22]([C:29]1[CH:34]=[CH:33][C:32]([Cl:35])=[C:31]([Cl:36])[CH:30]=1)[C:23]([C:5]1[CH:6]=[CH:7][C:2]([Br:1])=[CH:3][C:4]=1[F:9])=[O:28])([CH3:18])([CH3:16])[CH3:17]. (2) Given the reactants [CH3:1][N:2]1[C:6]([C:7]2[CH:8]=[C:9]([CH:14]=[CH:15][CH:16]=2)[C:10]([O:12]C)=[O:11])=[CH:5][CH:4]=[N:3]1.[OH-].[Na+], predict the reaction product. The product is: [CH3:1][N:2]1[C:6]([C:7]2[CH:8]=[C:9]([CH:14]=[CH:15][CH:16]=2)[C:10]([OH:12])=[O:11])=[CH:5][CH:4]=[N:3]1. (3) The product is: [Cl:1][C:2]1[CH:7]=[CH:6][C:5]([C@@H:8]([NH:11][S@:12]([C:14]([CH3:17])([CH3:15])[CH3:16])=[O:13])[CH2:9][CH3:10])=[C:4]([F:18])[C:3]=1[O:19][C:20]1[CH:25]=[CH:24][CH:23]=[C:22]([CH2:26][OH:27])[CH:21]=1. Given the reactants [Cl:1][C:2]1[CH:7]=[CH:6][C:5]([C@@H:8]([NH:11][S@:12]([C:14]([CH3:17])([CH3:16])[CH3:15])=[O:13])[CH2:9][CH3:10])=[C:4]([F:18])[C:3]=1[O:19][C:20]1[CH:25]=[CH:24][CH:23]=[C:22]([CH:26]=[O:27])[CH:21]=1.[BH4-].[Na+], predict the reaction product.